The task is: Predict the reaction yield, written as a fraction of the theoretical maximum amount of product (1.0 means a 100% yield; for example, 0.34 means a 34% yield).. This data is from Reaction yield outcomes from USPTO patents with 853,638 reactions. (1) The reactants are [Cl:1]C(Cl)(Cl)C(Cl)=O.[F:8][C:9]([F:36])([F:35])[C:10]([CH2:25][C:26]1[NH:34][C:33]2[CH:32]=[CH:31][N:30]=[CH:29][C:28]=2[CH:27]=1)([OH:24])[CH2:11][C:12]([C:15]1[CH:20]=[C:19]([F:21])[CH:18]=[CH:17][C:16]=1[O:22][CH3:23])([CH3:14])[CH3:13]. The catalyst is CN(C=O)C. The product is [Cl:1][C:27]1[C:28]2[CH:29]=[N:30][CH:31]=[CH:32][C:33]=2[NH:34][C:26]=1[CH2:25][C:10]([OH:24])([CH2:11][C:12]([C:15]1[CH:20]=[C:19]([F:21])[CH:18]=[CH:17][C:16]=1[O:22][CH3:23])([CH3:14])[CH3:13])[C:9]([F:35])([F:8])[F:36]. The yield is 0.560. (2) The reactants are [I:1][C:2]1[CH:8]=[C:7]([CH3:9])[CH:6]=[CH:5][C:3]=1N.N([O-])=O.[Na+].[BrH:14]. The catalyst is O. The product is [Br:14][C:3]1[CH:5]=[CH:6][C:7]([CH3:9])=[CH:8][C:2]=1[I:1]. The yield is 0.818. (3) The reactants are Br[C:2]1[C:10]2[C:5](=[CH:6][CH:7]=[C:8]([C:11]#[N:12])[CH:9]=2)[N:4]([CH:13]2[CH2:18][CH2:17][CH2:16][CH2:15][O:14]2)[N:3]=1.[NH2:19][C:20]1[CH:21]=[C:22](B(O)O)[CH:23]=[CH:24][CH:25]=1.ClCCl.P([O-])([O-])([O-])=O.[K+].[K+].[K+]. The catalyst is COCCOC.C1(P(C2C=CC=CC=2)[C-]2C=CC=C2)C=CC=CC=1.[C-]1(P(C2C=CC=CC=2)C2C=CC=CC=2)C=CC=C1.[Fe+2]. The product is [NH2:19][C:20]1[CH:25]=[C:24]([C:2]2[C:10]3[C:5](=[CH:6][CH:7]=[C:8]([C:11]#[N:12])[CH:9]=3)[N:4]([CH:13]3[CH2:18][CH2:17][CH2:16][CH2:15][O:14]3)[N:3]=2)[CH:23]=[CH:22][CH:21]=1. The yield is 0.870. (4) The reactants are [CH:1]1([C:6]([C:8]2[S:12][C:11]([NH:13][C:14](=[O:20])OC(C)(C)C)=[N:10][C:9]=2[C:21]2[O:22][CH:23]=[CH:24][CH:25]=2)=[O:7])[CH2:5][CH2:4][CH2:3][CH2:2]1.[NH:26]1[CH2:31][CH2:30][O:29][CH2:28][CH2:27]1. The catalyst is O1CCOCC1. The product is [CH:1]1([C:6]([C:8]2[S:12][C:11]([NH:13][C:14]([N:26]3[CH2:31][CH2:30][O:29][CH2:28][CH2:27]3)=[O:20])=[N:10][C:9]=2[C:21]2[O:22][CH:23]=[CH:24][CH:25]=2)=[O:7])[CH2:2][CH2:3][CH2:4][CH2:5]1. The yield is 0.640. (5) The reactants are [NH2:1][C:2]1[C:3]([NH:10][C:11]2[CH:16]=[CH:15][C:14]([CH2:17][CH2:18][NH:19][C:20]([NH:22][S:23]([C:26]3[CH:31]=[CH:30][C:29]([CH3:32])=[CH:28][CH:27]=3)(=[O:25])=[O:24])=[O:21])=[CH:13][CH:12]=2)=[N:4][C:5]([CH3:9])=[CH:6][C:7]=1[CH3:8].Br[C:34]#[N:35]. The catalyst is C1COCC1.O.C(Cl)Cl. The product is [NH2:35][C:34]1[N:10]([C:11]2[CH:16]=[CH:15][C:14]([CH2:17][CH2:18][NH:19][C:20]([NH:22][S:23]([C:26]3[CH:27]=[CH:28][C:29]([CH3:32])=[CH:30][CH:31]=3)(=[O:25])=[O:24])=[O:21])=[CH:13][CH:12]=2)[C:3]2=[N:4][C:5]([CH3:9])=[CH:6][C:7]([CH3:8])=[C:2]2[N:1]=1. The yield is 0.710. (6) The reactants are CC1(C)C(C)(C)OB([C:9]2[CH:14]=[CH:13][N:12]=[C:11]([NH:15][C:16](=[O:18])[CH3:17])[CH:10]=2)O1.Br[C:21]1[CH:22]=[C:23]([NH2:28])[C:24]([CH3:27])=[N:25][CH:26]=1.C(=O)([O-])[O-].[Cs+].[Cs+]. The catalyst is O1CCOCC1.O.C1C=CC(P(C2C=CC=CC=2)[C-]2C=CC=C2)=CC=1.C1C=CC(P(C2C=CC=CC=2)[C-]2C=CC=C2)=CC=1.Cl[Pd]Cl.[Fe+2]. The product is [NH2:28][C:23]1[CH:22]=[C:21]([C:9]2[CH:14]=[CH:13][N:12]=[C:11]([NH:15][C:16](=[O:18])[CH3:17])[CH:10]=2)[CH:26]=[N:25][C:24]=1[CH3:27]. The yield is 0.360. (7) The reactants are Br[C:2]1[CH:15]=[CH:14][CH:13]=[C:12]([Cl:16])[C:3]=1[CH2:4][O:5][CH:6]1[CH2:11][CH2:10][CH2:9][CH2:8][O:7]1.[Li]CCCC.[C:22]1(=[O:26])[CH2:25][CH2:24][CH2:23]1.O. The catalyst is C1COCC1. The product is [Cl:16][C:12]1[C:3]([CH2:4][O:5][CH:6]2[CH2:11][CH2:10][CH2:9][CH2:8][O:7]2)=[C:2]([C:22]2([OH:26])[CH2:25][CH2:24][CH2:23]2)[CH:15]=[CH:14][CH:13]=1. The yield is 0.710.